This data is from NCI-60 drug combinations with 297,098 pairs across 59 cell lines. The task is: Regression. Given two drug SMILES strings and cell line genomic features, predict the synergy score measuring deviation from expected non-interaction effect. (1) Drug 1: CC12CCC3C(C1CCC2=O)CC(=C)C4=CC(=O)C=CC34C. Drug 2: CS(=O)(=O)CCNCC1=CC=C(O1)C2=CC3=C(C=C2)N=CN=C3NC4=CC(=C(C=C4)OCC5=CC(=CC=C5)F)Cl. Cell line: SN12C. Synergy scores: CSS=30.4, Synergy_ZIP=-2.01, Synergy_Bliss=-2.83, Synergy_Loewe=-1.74, Synergy_HSA=-1.43. (2) Drug 2: CC(C)NC(=O)C1=CC=C(C=C1)CNNC.Cl. Synergy scores: CSS=-2.14, Synergy_ZIP=2.36, Synergy_Bliss=3.24, Synergy_Loewe=1.25, Synergy_HSA=-0.241. Drug 1: CCCCCOC(=O)NC1=NC(=O)N(C=C1F)C2C(C(C(O2)C)O)O. Cell line: RXF 393. (3) Drug 1: CC1C(C(CC(O1)OC2CC(CC3=C2C(=C4C(=C3O)C(=O)C5=C(C4=O)C(=CC=C5)OC)O)(C(=O)C)O)N)O.Cl. Drug 2: CC1C(C(CC(O1)OC2CC(CC3=C2C(=C4C(=C3O)C(=O)C5=CC=CC=C5C4=O)O)(C(=O)C)O)N)O. Cell line: 786-0. Synergy scores: CSS=41.8, Synergy_ZIP=8.08, Synergy_Bliss=11.8, Synergy_Loewe=-3.18, Synergy_HSA=11.8. (4) Drug 1: C1CCN(CC1)CCOC2=CC=C(C=C2)C(=O)C3=C(SC4=C3C=CC(=C4)O)C5=CC=C(C=C5)O. Drug 2: C1=CC=C(C=C1)NC(=O)CCCCCCC(=O)NO. Cell line: KM12. Synergy scores: CSS=1.47, Synergy_ZIP=-0.320, Synergy_Bliss=3.86, Synergy_Loewe=-10.2, Synergy_HSA=-2.35.